Dataset: Full USPTO retrosynthesis dataset with 1.9M reactions from patents (1976-2016). Task: Predict the reactants needed to synthesize the given product. (1) Given the product [CH:1]([C:3]1[CH:4]=[C:5]([CH:10]=[CH:11][C:12]=1[O:13][CH3:14])[C:6]([O:8][CH3:9])=[O:7])=[O:2], predict the reactants needed to synthesize it. The reactants are: [CH:1]([C:3]1[CH:4]=[C:5]([CH:10]=[CH:11][C:12]=1[OH:13])[C:6]([O:8][CH3:9])=[O:7])=[O:2].[C:14]([O-])([O-])=O.[K+].[K+].CI.O. (2) Given the product [C:41]([C:35]1([C:38](=[O:39])[NH:9][C:10]2[CH:11]=[CH:12][CH:13]=[CH:14][N:15]=2)[CH2:36][CH2:37][N:32]([C:30]([O:29][C:25]([CH3:26])([CH3:27])[CH3:28])=[O:31])[CH2:33][CH2:34]1)#[N:42], predict the reactants needed to synthesize it. The reactants are: CN(C(O[N:9]1N=N[C:11]2[CH:12]=[CH:13][CH:14]=[N:15][C:10]1=2)=[N+](C)C)C.F[P-](F)(F)(F)(F)F.[C:25]([O:29][C:30]([N:32]1[CH2:37][CH2:36][C:35]([C:41]#[N:42])([C:38](O)=[O:39])[CH2:34][CH2:33]1)=[O:31])([CH3:28])([CH3:27])[CH3:26].CCN(C(C)C)C(C)C.NC1C=CC=CN=1. (3) Given the product [CH2:1]([O:3][C:4]([C:6]1([NH:11][C:12]([CH:14]2[CH2:18][CH:17]([O:19][C:20]3[C:29]4[C:24](=[C:25]([CH3:32])[C:26]([O:30][CH3:31])=[CH:27][CH:28]=4)[N:23]=[C:22]([C:33]4[CH:38]=[CH:37][C:36]([O:39][CH3:40])=[CH:35][CH:34]=4)[N:21]=3)[CH2:16][CH:15]2[C:80](=[O:81])[N:78]([CH2:79][CH2:66][CH2:65][CH2:64][CH:63]=[CH2:62])[CH3:77])=[O:13])[CH2:8][CH:7]1[CH:9]=[CH2:10])=[O:5])[CH3:2], predict the reactants needed to synthesize it. The reactants are: [CH2:1]([O:3][C:4]([C:6]1([NH:11][C:12]([CH:14]2[CH2:18][CH:17]([O:19][C:20]3[C:29]4[C:24](=[C:25]([CH3:32])[C:26]([O:30][CH3:31])=[CH:27][CH:28]=4)[N:23]=[C:22]([C:33]4[CH:38]=[CH:37][C:36]([O:39][CH3:40])=[CH:35][CH:34]=4)[N:21]=3)[CH2:16][CH:15]2C(O)=O)=[O:13])[CH2:8][CH:7]1[CH:9]=[CH2:10])=[O:5])[CH3:2].C(N(C(C)C)CC)(C)C.CN(C(ON1N=N[C:63]2[CH:64]=[CH:65][CH:66]=N[C:62]1=2)=[N+](C)C)C.F[P-](F)(F)(F)(F)F.[CH3:77][N:78]([CH:80]=[O:81])[CH3:79]. (4) Given the product [N:11]1[N:8]2[CH:9]=[CH:10][C:5]([C:3]([OH:4])=[O:2])=[N:6][C:7]2=[CH:13][CH:12]=1, predict the reactants needed to synthesize it. The reactants are: C[O:2][C:3]([C:5]1[CH:10]=[CH:9][N:8]2[N:11]=[C:12](C)[CH:13]=[C:7]2[N:6]=1)=[O:4].Cl. (5) Given the product [CH:14]([N:5]([CH2:3][CH3:33])[CH:6]([CH3:7])[CH3:11])([CH3:19])[CH3:15], predict the reactants needed to synthesize it. The reactants are: CO[C:3]([NH:5][C@H:6]([C:11](O)=O)[C:7](C)(C)C)=O.[CH:14]1(N=C=NC2CCCCC2)[CH2:19]CCC[CH2:15]1.ON1C2C=CC=C[C:33]=2N=N1.